From a dataset of Full USPTO retrosynthesis dataset with 1.9M reactions from patents (1976-2016). Predict the reactants needed to synthesize the given product. (1) Given the product [CH2:1]([O:3][C:4](=[O:40])[C:5]([CH3:38])([CH3:39])[CH2:6][C:7]1[N:8]([CH2:22][C:23]2[CH:24]=[CH:25][C:26]([C:42]3[N:43]=[N:44][C:45]([O:48][CH3:49])=[CH:46][CH:47]=3)=[CH:27][CH:28]=2)[C:9]2[C:14]([C:15]=1[S:16][C:17]([CH3:20])([CH3:18])[CH3:19])=[CH:13][C:12]([OH:21])=[CH:11][CH:10]=2)[CH3:2], predict the reactants needed to synthesize it. The reactants are: [CH2:1]([O:3][C:4](=[O:40])[C:5]([CH3:39])([CH3:38])[CH2:6][C:7]1[N:8]([CH2:22][C:23]2[CH:28]=[CH:27][C:26](B3OC(C)(C)C(C)(C)O3)=[CH:25][CH:24]=2)[C:9]2[C:14]([C:15]=1[S:16][C:17]([CH3:20])([CH3:19])[CH3:18])=[CH:13][C:12]([OH:21])=[CH:11][CH:10]=2)[CH3:2].Cl[C:42]1[N:43]=[N:44][C:45]([O:48][CH3:49])=[CH:46][CH:47]=1.C(=O)([O-])[O-].[K+].[K+]. (2) Given the product [Br:18][C:16]1[CH:15]=[CH:14][C:13]([C:19](=[O:21])[NH2:20])=[C:12]2[C:17]=1[C:9]1[CH2:8][CH:2]([C:3]([O:5][CH2:6][CH3:7])=[O:4])[NH:1][CH2:22][C:10]=1[NH:11]2, predict the reactants needed to synthesize it. The reactants are: [NH2:1][CH:2]([CH2:8][C:9]1[C:17]2[C:12](=[C:13]([C:19](=[O:21])[NH2:20])[CH:14]=[CH:15][C:16]=2[Br:18])[NH:11][CH:10]=1)[C:3]([O:5][CH2:6][CH3:7])=[O:4].[CH2:22]=O. (3) Given the product [CH3:28][C@H:27]1[CH2:3][C@@H:2]([CH3:7])[CH2:1][CH2:8][C@@H:26]1[C:25]([OH:29])=[O:34], predict the reactants needed to synthesize it. The reactants are: [CH2:1]([C@H:8]1COC(=O)N1)[C:2]1[CH:7]=CC=C[CH:3]=1.[Li]CCCC.CCCCCC.[C:25](Cl)(=[O:29])/[CH:26]=[CH:27]/[CH3:28].C1C[O:34]CC1. (4) Given the product [O:16]([CH2:15][C:12]1[NH:13][CH:14]=[C:10]([C:7]2[CH:6]=[CH:5][C:4]([NH2:1])=[CH:9][CH:8]=2)[N:11]=1)[C:17]1[CH:18]=[CH:19][CH:20]=[CH:21][CH:22]=1, predict the reactants needed to synthesize it. The reactants are: [N:1]([C:4]1[CH:9]=[CH:8][C:7]([C:10]2[N:11]=[C:12]([CH2:15][O:16][C:17]3[CH:22]=[CH:21][CH:20]=[CH:19][CH:18]=3)[NH:13][CH:14]=2)=[CH:6][CH:5]=1)=[N+]=[N-]. (5) Given the product [CH2:1]([N:8]1[CH2:13][CH2:12][N:11]([C:16]2[CH:17]=[CH:18][C:19]3[N:20]([C:22]([C:25]([Cl:28])([F:27])[F:26])=[N:23][N:24]=3)[N:21]=2)[CH:10]([CH3:14])[CH2:9]1)[C:2]1[CH:3]=[CH:4][CH:5]=[CH:6][CH:7]=1, predict the reactants needed to synthesize it. The reactants are: [CH2:1]([N:8]1[CH2:13][CH2:12][NH:11][CH:10]([CH3:14])[CH2:9]1)[C:2]1[CH:7]=[CH:6][CH:5]=[CH:4][CH:3]=1.Cl[C:16]1[CH:17]=[CH:18][C:19]2[N:20]([C:22]([C:25]([Cl:28])([F:27])[F:26])=[N:23][N:24]=2)[N:21]=1. (6) Given the product [ClH:9].[NH2:13][CH2:14][C:15]([OH:17])=[O:16].[NH2:58][C:59]([NH2:7])=[O:60], predict the reactants needed to synthesize it. The reactants are: C(O)C([NH2:7])(CO)CO.[Cl-:9].[Na+].C([N:13](CC(O)=O)[CH2:14][C:15]([OH:17])=[O:16])C[N:13](CC(O)=O)[CH2:14][C:15]([OH:17])=[O:16].CC(C[C@H]([NH:58][C:59](C)=[O:60])C(N[C@H](C(N[C@H](C(O)=O)CCCN=C(N)N)=O)CC(C)C)=O)C.C(N)(=N)C1C=CC=CC=1. (7) Given the product [C:1]([O:5][C:6]([N:8]1[CH2:12][C@H:11]([F:13])[C@@H:10]([O:14][CH3:15])[C@H:9]1[C:16](=[O:18])[NH:41][CH2:40][C:39]([F:38])=[C:42]([CH3:44])[CH3:43])=[O:7])([CH3:2])([CH3:3])[CH3:4], predict the reactants needed to synthesize it. The reactants are: [C:1]([O:5][C:6]([N:8]1[CH2:12][C@H:11]([F:13])[C@@H:10]([O:14][CH3:15])[C@H:9]1[C:16]([OH:18])=O)=[O:7])([CH3:4])([CH3:3])[CH3:2].C(OC(N1C[C@@H](OC)[C@H](F)[C@H]1C(O)=O)=O)(C)(C)C.Cl.[F:38][C:39](=[C:42]([CH3:44])[CH3:43])[CH2:40][NH2:41].C(P1(=O)OP(CCC)(=O)OP(CCC)(=O)O1)CC.CCN(C(C)C)C(C)C. (8) Given the product [CH3:27][C:28]1[O:32][C:31]([CH2:33][NH:34][C:6]2[CH:5]=[CH:4][C:3]3[C:8](=[CH:9][CH:10]=[CH:11][C:2]=3[O:1][CH2:19][C:15]3[CH:14]=[N:13][CH:18]=[CH:17][CH:16]=3)[N:7]=2)=[CH:30][CH:29]=1, predict the reactants needed to synthesize it. The reactants are: [OH:1][C:2]1[CH:11]=[CH:10][CH:9]=[C:8]2[C:3]=1[CH:4]=[CH:5][C:6](Cl)=[N:7]2.[N:13]1[CH:18]=[CH:17][CH:16]=[C:15]([CH:19](Br)C2C=CC=CC=2)[CH:14]=1.[CH3:27][C:28]1[O:32][C:31]([CH2:33][NH2:34])=[CH:30][CH:29]=1. (9) The reactants are: Cl.[C:2]([NH:6][OH:7])([CH3:5])([CH3:4])[CH3:3].[S:8]([C:12]1[N:21]=[C:20]([S:22]([OH:25])(=[O:24])=[O:23])[C:19]2[N:18]=[CH:17][CH:16]=[CH:15][C:14]=2[C:13]=1[CH:26]=O)([OH:11])(=[O:10])=[O:9]. Given the product [C:2]([N+:6]([O-:7])=[CH:26][C:13]1[C:12]([S:8]([OH:11])(=[O:10])=[O:9])=[N:21][C:20]([S:22]([OH:25])(=[O:24])=[O:23])=[C:19]2[C:14]=1[CH:15]=[CH:16][CH:17]=[N:18]2)([CH3:5])([CH3:4])[CH3:3], predict the reactants needed to synthesize it. (10) Given the product [ClH:34].[F:1][C:2]1[CH:3]=[C:4]([CH:16]=[CH:17][C:18]=1[F:19])[O:5][CH:6]1[CH2:7][CH2:8][N:9]([CH2:12][CH2:13][N:14]([CH3:15])[C:32](=[O:33])[C:31]2[CH:35]=[CH:36][CH:37]=[C:29]([O:28][CH3:27])[CH:30]=2)[CH2:10][CH2:11]1, predict the reactants needed to synthesize it. The reactants are: [F:1][C:2]1[CH:3]=[C:4]([CH:16]=[CH:17][C:18]=1[F:19])[O:5][CH:6]1[CH2:11][CH2:10][N:9]([CH2:12][CH2:13][NH:14][CH3:15])[CH2:8][CH2:7]1.C(N(CC)CC)C.[CH3:27][O:28][C:29]1[CH:30]=[C:31]([CH:35]=[CH:36][CH:37]=1)[C:32]([Cl:34])=[O:33].